This data is from Full USPTO retrosynthesis dataset with 1.9M reactions from patents (1976-2016). The task is: Predict the reactants needed to synthesize the given product. (1) The reactants are: [OH-].[Na+].[N+](C1C=CC(C([O:12][C@@H:13]2[CH2:17][C@@H:16]([CH2:18][CH3:19])[C@@H:15]([C:20]([O:22][CH2:23][CH3:24])=[O:21])[CH2:14]2)=O)=CC=1)([O-])=O. Given the product [CH2:18]([CH:16]1[CH2:17][CH:13]([OH:12])[CH2:14][CH:15]1[C:20]([O:22][CH2:23][CH3:24])=[O:21])[CH3:19], predict the reactants needed to synthesize it. (2) The reactants are: [C:1]1([CH3:20])[CH:6]=[CH:5][C:4]([O:7][C:8]2[CH:16]=[CH:15][CH:14]=[C:13]3[C:9]=2[CH:10]=[C:11]([C:17]([OH:19])=O)[NH:12]3)=[CH:3][CH:2]=1.Cl.Cl.Cl.[N:24]1([CH2:31][CH2:32][N:33]2[CH2:38][CH2:37][CH:36]([NH2:39])[CH2:35][CH2:34]2)[CH2:30][CH2:29][CH2:28][CH2:27][CH2:26][CH2:25]1. Given the product [N:24]1([CH2:31][CH2:32][N:33]2[CH2:34][CH2:35][CH:36]([NH:39][C:17]([C:11]3[NH:12][C:13]4[C:9]([CH:10]=3)=[C:8]([O:7][C:4]3[CH:3]=[CH:2][C:1]([CH3:20])=[CH:6][CH:5]=3)[CH:16]=[CH:15][CH:14]=4)=[O:19])[CH2:37][CH2:38]2)[CH2:30][CH2:29][CH2:28][CH2:27][CH2:26][CH2:25]1, predict the reactants needed to synthesize it. (3) Given the product [OH:8][C@@H:9]1[C@H:13]2[O:14][CH2:15][C@:10]1([CH2:25][OH:26])[O:11][C@H:12]2[N:16]1[CH:24]=[C:22]([CH3:23])[C:20](=[O:21])[NH:19][C:17]1=[O:18], predict the reactants needed to synthesize it. The reactants are: C([O:8][C@@H:9]1[C@H:13]2[O:14][CH2:15][C@:10]1([CH2:25][O:26]C(C1C=CC=CC=1)(C1C=CC(OC)=CC=1)C1C=CC(OC)=CC=1)[O:11][C@H:12]2[N:16]1[CH:24]=[C:22]([CH3:23])[C:20](=[O:21])[NH:19][C:17]1=[O:18])C1C=CC=CC=1. (4) Given the product [CH:23]([NH:26][C:20]([C:17]1[CH:16]=[N:15][C:14]([O:13][CH2:12][C:11]2[C:7]([C:2]3[CH:3]=[CH:4][CH:5]=[CH:6][N:1]=3)=[N:8][O:9][CH:10]=2)=[CH:19][N:18]=1)=[O:22])([CH3:25])[CH3:24], predict the reactants needed to synthesize it. The reactants are: [N:1]1[CH:6]=[CH:5][CH:4]=[CH:3][C:2]=1[C:7]1[C:11]([CH2:12][O:13][C:14]2[N:15]=[CH:16][C:17]([C:20]([OH:22])=O)=[N:18][CH:19]=2)=[CH:10][O:9][N:8]=1.[CH:23]([NH2:26])([CH3:25])[CH3:24]. (5) Given the product [C:14]([O:13][C:1]([CH2:2][N:3]([CH2:4][C:5]([O:7][C:8]([CH3:10])([CH3:9])[CH3:11])=[O:6])[C:18]([CH2:19][CH2:20][C:21]([OH:23])=[O:22])=[O:24])=[O:12])([CH3:17])([CH3:16])[CH3:15], predict the reactants needed to synthesize it. The reactants are: [C:1]([O:13][C:14]([CH3:17])([CH3:16])[CH3:15])(=[O:12])[CH2:2][NH:3][CH2:4][C:5]([O:7][C:8]([CH3:11])([CH3:10])[CH3:9])=[O:6].[C:18]1(=[O:24])[O:23][C:21](=[O:22])[CH2:20][CH2:19]1.C(N(C(C)C)C(C)C)C.